This data is from Kinase inhibitor binding affinity data with 442 proteins and 68 drugs (Kd values). The task is: Regression. Given a target protein amino acid sequence and a drug SMILES string, predict the binding affinity score between them. We predict pKd (pKd = -log10(Kd in M); higher means stronger binding). Dataset: davis. (1) The compound is CNC(=O)c1cc(Oc2ccc(NC(=O)Nc3ccc(Cl)c(C(F)(F)F)c3)cc2)ccn1. The target protein (PKN1) has sequence MASDAVQSEPRSWSLLEQLGLAGADLAAPGVQQQLELERERLRREIRKELKLKEGAENLRRATTDLGRSLGPVELLLRGSSRRLDLLHQQLQELHAHVVLPDPAATHDGPQSPGAGGPTCSATNLSRVAGLEKQLAIELKVKQGAENMIQTYSNGSTKDRKLLLTAQQMLQDSKTKIDIIRMQLRRALQAGQLENQAAPDDTQGSPDLGAVELRIEELRHHFRVEHAVAEGAKNVLRLLSAAKAPDRKAVSEAQEKLTESNQKLGLLREALERRLGELPADHPKGRLLREELAAASSAAFSTRLAGPFPATHYSTLCKPAPLTGTLEVRVVGCRDLPETIPWNPTPSMGGPGTPDSRPPFLSRPARGLYSRSGSLSGRSSLKAEAENTSEVSTVLKLDNTVVGQTSWKPCGPNAWDQSFTLELERARELELAVFWRDQRGLCALKFLKLEDFLDNERHEVQLDMEPQGCLVAEVTFRNPVIERIPRLRRQKKIFSKQQGK.... The pKd is 5.0. (2) The drug is Cc1ccc(NC(=O)c2ccc(CN3CCN(C)CC3)cc2)cc1Nc1nc(-c2cccnc2)cs1. The target protein (NEK3) has sequence MDDYMVLRMIGEGSFGRALLVQHESSNQMFAMKEIRLPKSFSNTQNSRKEAVLLAKMKHPNIVAFKESFEAEGHLYIVMEYCDGGDLMQKIKQQKGKLFPEDMILNWFTQMCLGVNHIHKKRVLHRDIKSKNIFLTQNGKVKLGDFGSARLLSNPMAFACTYVGTPYYVPPEIWENLPYNNKSDIWSLGCILYELCTLKHPFQANSWKNLILKVCQGCISPLPSHYSYELQFLVKQMFKRNPSHRPSATTLLSRGIVARLVQKCLPPEIIMEYGEEVLEEIKNSKHNTPRKKTNPSRIRIALGNEASTVQEEEQDRKGSHTDLESINENLVESALRRVNREEKGNKSVHLRKASSPNLHRRQWEKNVPNTALTALENASILTSSLTAEDDRGGSVIKYSKNTTRKQWLKETPDTLLNILKNADLSLAFQTYTIYRPGSEGFLKGPLSEETEASDSVDGGHDSVILDPERLEPGLDEEDTDFEEEDDNPDWVSELKKRAGW.... The pKd is 5.0. (3) The small molecule is Cn1c(Nc2ccc(C(F)(F)F)cc2)nc2cc(Oc3ccnc(-c4ncc(C(F)(F)F)[nH]4)c3)ccc21. The target protein (RPS6KA5(KinDom.2-C-terminal)) has sequence MEEEGGSSGGAAGTSADGGDGGEQLLTVKHELRTANLTGHAEKVGIENFELLKVLGTGAYGKVFLVRKISGHDTGKLYAMKVLKKATIVQKAKTTEHTRTERQVLEHIRQSPFLVTLHYAFQTETKLHLILDYINGGELFTHLSQRERFTEHEVQIYVGEIVLALEHLHKLGIIYRDIKLENILLDSNGHVVLTDFGLSKEFVADETERAYSFCGTIEYMAPDIVRGGDSGHDKAVDWWSLGVLMYELLTGASPFTVDGEKNSQAEISRRILKSEPPYPQEMSALAKDLIQRLLMKDPKKRLGCGPRDADEIKEHLFFQKINWDDLAAKKVPAPFKPVIRDELDVSNFAEEFTEMDPTYSPAALPQSSEKLFQGYSFVAPSILFKRNAAVIDPLQFHMGVERPGVTNVARSAMMKDSPFYQHYDLDLKDKPLGEGSFSICRKCVHKKSNQAFAVKIISKRMEANTQKEITALKLCEGHPNIVKLHEVFHDQLHTFLVMEL.... The pKd is 5.0. (4) The small molecule is COC1C(N(C)C(=O)c2ccccc2)CC2OC1(C)n1c3ccccc3c3c4c(c5c6ccccc6n2c5c31)C(=O)NC4. The target protein (NEK11) has sequence MLKFQEAAKCVSGSTAISTYPKTLIARRYVLQQKLGSGSFGTVYLVSDKKAKRGEELKVLKEISVGELNPNETVQANLEAQLLSKLDHPAIVKFHASFVEQDNFCIITEYCEGRDLDDKIQEYKQAGKIFPENQIIEWFIQLLLGVDYMHERRILHRDLKSKNVFLKNNLLKIGDFGVSRLLMGSCDLATTLTGTPHYMSPEALKHQGYDTKSDIWSLACILYEMCCMNHAFAGSNFLSIVLKIVEGDTPSLPERYPKELNAIMESMLNKNPSLRPSAIEILKIPYLDEQLQNLMCRYSEMTLEDKNLDCQKEAAHIINAMQKRIHLQTLRALSEVQKMTPRERMRLRKLQAADEKARKLKKIVEEKYEENSKRMQELRSRNFQQLSVDVLHEKTHLKGMEEKEEQPEGRLSCSPQDEDEERWQGREEESDEPTLENLPESQPIPSMDLHELESIVEDATSDLGYHEIPEDPLVAEEYYADAFDSYCEESDEEEEEIALE.... The pKd is 5.0.